This data is from Full USPTO retrosynthesis dataset with 1.9M reactions from patents (1976-2016). The task is: Predict the reactants needed to synthesize the given product. (1) Given the product [F:28][C:25]1[CH:26]=[CH:27][C:22]([N:20]2[C:21]3[C:13]4[CH:12]=[C:11]([NH:10][C:8]([C:5]5[CH:6]=[N:7][C:2]([N:35]6[CH2:40][CH2:39][O:38][CH2:37][CH2:36]6)=[CH:3][C:4]=5[CH3:34])=[O:9])[CH:33]=[CH:32][C:14]=4[CH2:15][CH2:16][C:17]=3[C:18]([C:29]([NH2:31])=[O:30])=[N:19]2)=[CH:23][CH:24]=1, predict the reactants needed to synthesize it. The reactants are: Cl[C:2]1[N:7]=[CH:6][C:5]([C:8]([NH:10][C:11]2[CH:33]=[CH:32][C:14]3[CH2:15][CH2:16][C:17]4[C:18]([C:29]([NH2:31])=[O:30])=[N:19][N:20]([C:22]5[CH:27]=[CH:26][C:25]([F:28])=[CH:24][CH:23]=5)[C:21]=4[C:13]=3[CH:12]=2)=[O:9])=[C:4]([CH3:34])[CH:3]=1.[NH:35]1[CH2:40][CH2:39][O:38][CH2:37][CH2:36]1.O. (2) The reactants are: [C:1](=[O:4])([O-])[O-:2].[K+].[K+].[CH3:7][NH:8][C:9]([C:11]1[C:15]2[CH:16]=[C:17]([O:26][CH2:27][CH3:28])[C:18]([N:20]([S:22]([CH3:25])(=[O:24])=[O:23])[CH3:21])=[CH:19][C:14]=2[O:13][C:12]=1[C:29]1[CH:34]=[CH:33][C:32]([F:35])=[CH:31][CH:30]=1)=[O:10]. Given the product [F:35][C:32]1[CH:33]=[CH:34][C:29]([C:12]2[O:13][C:14]3[CH:19]=[C:18]([N:20]([S:22]([CH3:25])(=[O:24])=[O:23])[CH3:21])[C:17]([O:26][CH2:27][C:28]4[CH:14]=[CH:15][C:11]([C:1]([OH:2])=[O:4])=[C:12]([OH:13])[CH:29]=4)=[CH:16][C:15]=3[C:11]=2[C:9](=[O:10])[NH:8][CH3:7])=[CH:30][CH:31]=1, predict the reactants needed to synthesize it. (3) Given the product [S:1]1[CH:5]=[CH:4][CH:3]=[C:2]1[S:6]([NH:9][C:10]1[C:19]2[C:14](=[CH:15][CH:16]=[CH:17][CH:18]=2)[C:13]([O:20][CH2:37][CH2:36][CH2:30][C:31]([O:33][CH3:34])=[O:32])=[CH:12][CH:11]=1)(=[O:7])=[O:8], predict the reactants needed to synthesize it. The reactants are: [S:1]1[CH:5]=[CH:4][CH:3]=[C:2]1[S:6]([NH:9][C:10]1[C:19]2[C:14](=[CH:15][CH:16]=[CH:17][CH:18]=2)[C:13]([O:20]CC(OC(C)(C)C)=O)=[CH:12][CH:11]=1)(=[O:8])=[O:7].Br[CH:30]([CH2:36][CH3:37])[C:31]([O:33][CH2:34]C)=[O:32]. (4) Given the product [CH2:21]([O:1][C:2]1[C:10]2[CH:9]=[C:8]([C:11]3[N:15]=[C:14]([CH3:16])[O:13][N:12]=3)[O:7][C:6]=2[CH:5]=[CH:4][CH:3]=1)[C@H:22]1[O:24][CH2:23]1, predict the reactants needed to synthesize it. The reactants are: [OH:1][C:2]1[C:10]2[CH:9]=[C:8]([C:11]3[N:15]=[C:14]([CH3:16])[O:13][N:12]=3)[O:7][C:6]=2[CH:5]=[CH:4][CH:3]=1.S(C1C=CC([N+]([O-])=O)=CC=1)(O[CH2:21][C@H:22]1[O:24][CH2:23]1)(=O)=O.